The task is: Binary Classification. Given a drug SMILES string, predict its activity (active/inactive) in a high-throughput screening assay against a specified biological target.. This data is from M1 muscarinic receptor antagonist screen with 61,756 compounds. (1) The compound is Clc1c(c2noc(c2C(=O)Nc2n(c(=O)n(c(=O)c2)C)C)C)cccc1. The result is 0 (inactive). (2) The molecule is S(=O)(=O)(N1CCC(CC1)C(=O)NCc1c(OC)cccc1)c1c(onc1C)C. The result is 0 (inactive).